Dataset: HIV replication inhibition screening data with 41,000+ compounds from the AIDS Antiviral Screen. Task: Binary Classification. Given a drug SMILES string, predict its activity (active/inactive) in a high-throughput screening assay against a specified biological target. (1) The molecule is CSc1nc(NC(=O)c2ccc([N+](=O)[O-])cc2)c(C(=O)NC(C)C)s1. The result is 0 (inactive). (2) The drug is COCc1cn(C2CC(F)C(CO)O2)c(=O)[nH]c1=O. The result is 1 (active). (3) The compound is Cc1ccc2ccc(=O)oc2c1. The result is 0 (inactive). (4) The drug is CS(=O)(=O)CC1=Nc2nnc(CCCCCCCc3nnc4n3C(=O)C(CS(C)(=O)=O)=N4)n2C1=O. The result is 0 (inactive). (5) The molecule is O=C1OCc2c1cc1cc3c(cc1c2-c1ccc2c(c1)OCO2)OCO3.O=C1OCc2cc3cc4c(cc3c(-c3ccc5c(c3)OCO5)c21)OCO4. The result is 0 (inactive).